Dataset: Full USPTO retrosynthesis dataset with 1.9M reactions from patents (1976-2016). Task: Predict the reactants needed to synthesize the given product. Given the product [OH:1][C@@:2]1([CH2:9][NH:10][C:11]([C:13]2[C:14]3[CH:15]=[CH:16][C:17]([N:38]4[CH2:39][CH2:40][C@@H:36]([N:35]([CH3:41])[CH3:34])[CH2:37]4)=[N:18][C:19]=3[CH:20]=[CH:21][C:22]=2[Cl:23])=[O:12])[CH2:7][CH2:6][CH2:5][C@H:4]([CH3:8])[CH2:3]1, predict the reactants needed to synthesize it. The reactants are: [OH:1][C@@:2]1([CH2:9][NH:10][C:11]([C:13]2[C:14]3[CH:15]=[CH:16][C:17](Cl)=[N:18][C:19]=3[CH:20]=[CH:21][C:22]=2[Cl:23])=[O:12])[CH2:7][CH2:6][CH2:5][C@H:4]([CH3:8])[CH2:3]1.CCN(C(C)C)C(C)C.[CH3:34][N:35]([CH3:41])[C@@H:36]1[CH2:40][CH2:39][NH:38][CH2:37]1.